From a dataset of Forward reaction prediction with 1.9M reactions from USPTO patents (1976-2016). Predict the product of the given reaction. (1) The product is: [Br:3][C:4]1[CH:9]=[C:8]([Br:10])[N:7]=[C:6]([C:11]([O:13][CH3:14])=[O:12])[C:5]=1[O:15][CH2:16][C:17]1[CH:22]=[CH:21][CH:20]=[CH:19][CH:18]=1. Given the reactants [H-].[Na+].[Br:3][C:4]1[CH:9]=[C:8]([Br:10])[N:7]=[C:6]([C:11]([O:13][CH3:14])=[O:12])[C:5]=1[OH:15].[CH2:16](Cl)[C:17]1[CH:22]=[CH:21][CH:20]=[CH:19][CH:18]=1.O, predict the reaction product. (2) Given the reactants [Cl:1][C:2]1[CH:7]=[CH:6][C:5]([C:8]2[CH:9]=[C:10](C(O)=O)[C:11](=[O:22])[NH:12][C:13]=2[C:14]2[CH:19]=[CH:18][C:17]([Cl:20])=[CH:16][C:15]=2[Cl:21])=[CH:4][CH:3]=1.N1C2C(=CC=CC=2)C=CC=1, predict the reaction product. The product is: [Cl:1][C:2]1[CH:3]=[CH:4][C:5]([C:8]2[CH:9]=[CH:10][C:11](=[O:22])[NH:12][C:13]=2[C:14]2[CH:19]=[CH:18][C:17]([Cl:20])=[CH:16][C:15]=2[Cl:21])=[CH:6][CH:7]=1. (3) Given the reactants [CH3:1][CH:2]([CH3:9])[CH2:3][C:4](=[O:8])[CH2:5][C:6]#[N:7].[C:10]1([CH3:18])[CH:15]=[CH:14][C:13]([CH:16]=O)=[CH:12][CH:11]=1.N1CCCCC1.C(O)(=O)C, predict the reaction product. The product is: [CH3:1][CH:2]([CH3:9])[CH2:3][C:4]([C:5](=[CH:18][C:10]1[CH:15]=[CH:14][C:13]([CH3:16])=[CH:12][CH:11]=1)[C:6]#[N:7])=[O:8]. (4) Given the reactants [NH2:1][C:2]1[C:3]([C:12]([NH:14][C@H:15]([C:19]([O:21][CH3:22])=[O:20])[CH2:16][CH2:17][CH3:18])=[O:13])=[CH:4][C:5]2[C:10]([CH:11]=1)=[CH:9][CH:8]=[CH:7][CH:6]=2.[N:23]([C:26]1[C:31]([CH3:32])=[CH:30][C:29]([CH3:33])=[CH:28][C:27]=1[CH3:34])=[C:24]=[O:25], predict the reaction product. The product is: [CH3:32][C:31]1[CH:30]=[C:29]([CH3:33])[CH:28]=[C:27]([CH3:34])[C:26]=1[NH:23][C:24]([NH:1][C:2]1[C:3]([C:12]([NH:14][C@H:15]([C:19]([O:21][CH3:22])=[O:20])[CH2:16][CH2:17][CH3:18])=[O:13])=[CH:4][C:5]2[C:10]([CH:11]=1)=[CH:9][CH:8]=[CH:7][CH:6]=2)=[O:25]. (5) Given the reactants C(=N[C@H](C)C(C1C=CC=CC=1OC)(C1C=CC=CC=1OC)O)C1C(=CC=CC=1)O.[CH3:30][C:31](=[CH:33][CH:34]=[C:35]([CH3:37])[CH3:36])[CH3:32].C1(NN)C=CC=CC=1.[N+](=[CH:48][C:49]([O:51][CH2:52][CH3:53])=[O:50])=[N-], predict the reaction product. The product is: [CH3:53][CH2:52][O:51][C:49]([CH:48]1[C:35]([CH3:37])([CH3:36])[CH:34]1[CH:33]=[C:31]([CH3:32])[CH3:30])=[O:50]. (6) Given the reactants [O:1]1[CH2:6][CH2:5][CH:4]([CH2:7][NH:8][C:9]([C:11]2[C:12]([C:18]([F:21])([F:20])[F:19])=[N:13][C:14](Cl)=[N:15][CH:16]=2)=[O:10])[CH2:3][CH2:2]1.[CH3:22][S:23][C:24]1[C:30]([C:31]([F:34])([F:33])[F:32])=[CH:29][CH:28]=[CH:27][C:25]=1[NH2:26], predict the reaction product. The product is: [O:1]1[CH2:6][CH2:5][CH:4]([CH2:7][NH:8][C:9]([C:11]2[C:12]([C:18]([F:21])([F:20])[F:19])=[N:13][C:14]([NH:26][C:25]3[CH:27]=[CH:28][CH:29]=[C:30]([C:31]([F:32])([F:33])[F:34])[C:24]=3[S:23][CH3:22])=[N:15][CH:16]=2)=[O:10])[CH2:3][CH2:2]1. (7) Given the reactants [NH2:1][C:2]1[CH:18]=[C:17]([C:19]#[N:20])[CH:16]=[CH:15][C:3]=1[CH2:4][NH:5][C:6](=[O:14])[C:7]1[CH:12]=[CH:11][CH:10]=[C:9]([Cl:13])[CH:8]=1.Br[CH2:22][CH2:23][OH:24], predict the reaction product. The product is: [Cl:13][C:9]1[CH:8]=[C:7]([CH:12]=[CH:11][CH:10]=1)[C:6]([NH:5][CH2:4][C:3]1[CH:15]=[CH:16][C:17]([C:19]#[N:20])=[CH:18][C:2]=1[NH:1][CH2:22][CH2:23][OH:24])=[O:14]. (8) The product is: [C:34]([O:33][C:31]([NH:24][CH:23]([CH3:22])[CH:27]([N:1]1[C:5]2=[N:6][C:7]([C:10]([O:12][CH2:13][CH3:14])=[O:11])=[CH:8][CH:9]=[C:4]2[CH:3]=[C:2]1[C:15]([O:17][CH2:18][CH3:19])=[O:16])[CH3:28])=[O:32])([CH3:37])([CH3:36])[CH3:35]. Given the reactants [NH:1]1[C:5]2=[N:6][C:7]([C:10]([O:12][CH2:13][CH3:14])=[O:11])=[CH:8][CH:9]=[C:4]2[CH:3]=[C:2]1[C:15]([O:17][CH2:18][CH3:19])=[O:16].[H-].[Na+].[CH3:22][CH:23]1[CH:27]([CH3:28])OS(=O)(=O)[N:24]1[C:31]([O:33][C:34]([CH3:37])([CH3:36])[CH3:35])=[O:32], predict the reaction product. (9) Given the reactants N#N.[CH3:3][C:4]1([C:9]2[S:13][C:12]([CH:14]=[O:15])=[N:11][CH:10]=2)[O:8][CH2:7][CH2:6][O:5]1.[BH4-].[Na+].O, predict the reaction product. The product is: [CH3:3][C:4]1([C:9]2[S:13][C:12]([CH2:14][OH:15])=[N:11][CH:10]=2)[O:8][CH2:7][CH2:6][O:5]1.